This data is from Reaction yield outcomes from USPTO patents with 853,638 reactions. The task is: Predict the reaction yield, written as a fraction of the theoretical maximum amount of product (1.0 means a 100% yield; for example, 0.34 means a 34% yield). (1) The reactants are [Cl:1][C:2]1[C:3]([O:12][C:13]2[CH:18]=[C:17]([O:19][CH2:20][CH2:21][O:22][CH3:23])[CH:16]=[CH:15][C:14]=2[CH2:24][CH2:25][C:26](O)=[O:27])=[N:4][CH:5]=[C:6]([C:8]([F:11])([F:10])[F:9])[CH:7]=1.C(N=C=NCCCN(C)C)C.[CH2:40]([NH:45][S:46]([NH2:49])(=[O:48])=[O:47])[CH2:41][CH2:42][CH2:43][CH3:44].Cl. The catalyst is C(#N)C.CN(C)C1C=CN=CC=1.C(OCC)(=O)C. The product is [Cl:1][C:2]1[C:3]([O:12][C:13]2[CH:18]=[C:17]([O:19][CH2:20][CH2:21][O:22][CH3:23])[CH:16]=[CH:15][C:14]=2[CH2:24][CH2:25][C:26]([NH:49][S:46]([NH:45][CH2:40][CH2:41][CH2:42][CH2:43][CH3:44])(=[O:48])=[O:47])=[O:27])=[N:4][CH:5]=[C:6]([C:8]([F:10])([F:9])[F:11])[CH:7]=1. The yield is 0.0200. (2) The reactants are [CH3:1][O:2][C:3]1[CH:4]=[C:5]([NH:11][C:12]2[C:21]([NH2:22])=[N:20][C:19]3[C:14](=[CH:15][CH:16]=[CH:17][CH:18]=3)[N:13]=2)[CH:6]=[C:7]([O:9][CH3:10])[CH:8]=1.[CH3:23][S:24]([C:27]1[CH:28]=[C:29]([S:33](Cl)(=[O:35])=[O:34])[CH:30]=[CH:31][CH:32]=1)(=[O:26])=[O:25]. The catalyst is N1C=CC=CC=1.ClC1C=CC=CC=1Cl. The product is [CH3:10][O:9][C:7]1[CH:6]=[C:5]([NH:11][C:12]2[C:21]([NH:22][S:33]([C:29]3[CH:30]=[CH:31][CH:32]=[C:27]([S:24]([CH3:23])(=[O:26])=[O:25])[CH:28]=3)(=[O:35])=[O:34])=[N:20][C:19]3[C:14]([N:13]=2)=[CH:15][CH:16]=[CH:17][CH:18]=3)[CH:4]=[C:3]([O:2][CH3:1])[CH:8]=1. The yield is 0.210.